From a dataset of Catalyst prediction with 721,799 reactions and 888 catalyst types from USPTO. Predict which catalyst facilitates the given reaction. (1) Reactant: CS(O[CH2:6][C:7]1[CH:12]=[C:11]([F:13])[C:10]([C:14]#[N:15])=[CH:9][C:8]=1[F:16])(=O)=O.[N-:17]=[N+:18]=[N-:19].[Na+]. Product: [N:17]([CH2:6][C:7]1[C:8]([F:16])=[CH:9][C:10]([C:14]#[N:15])=[C:11]([F:13])[CH:12]=1)=[N+:18]=[N-:19]. The catalyst class is: 136. (2) Reactant: [I:1][C:2]1[CH:7]=[CH:6][C:5]([OH:8])=[CH:4][CH:3]=1.[C:22]1(P([C:22]2[CH:27]=[CH:26][CH:25]=[CH:24][CH:23]=2)[C:22]2[CH:27]=[CH:26][CH:25]=[CH:24][CH:23]=2)[CH:27]=[CH:26][CH:25]=[CH:24][CH:23]=1.[CH2:28]1COC[CH2:29]1.N(C(OC(C)C)=O)=NC(OC(C)C)=O. Product: [CH2:26]([CH:25]1[CH2:24][CH2:23][CH:29]([O:8][C:5]2[CH:6]=[CH:7][C:2]([I:1])=[CH:3][CH:4]=2)[CH2:28]1)[CH2:27][CH3:22]. The catalyst class is: 81. (3) Reactant: [F:1][C:2](=[CH:5][C:6]1[CH:11]=[CH:10][C:9]([C:12]2[N:17]=[CH:16][CH:15]=[CH:14][N:13]=2)=[CH:8][CH:7]=1)[CH2:3][OH:4].CC(OI1(OC(C)=O)(OC(C)=O)OC(=O)C2C=CC=CC1=2)=O. Product: [F:1]/[C:2](=[CH:5]\[C:6]1[CH:7]=[CH:8][C:9]([C:12]2[N:13]=[CH:14][CH:15]=[CH:16][N:17]=2)=[CH:10][CH:11]=1)/[CH:3]=[O:4]. The catalyst class is: 2. (4) Reactant: C([Si]([O:8][C:9]1[C:14]([CH3:15])=[CH:13][C:12]([CH:16]2[CH2:18][CH2:17]2)=[CH:11][C:10]=1[CH3:19])(C)C)(C)(C)C.[F-].C([N+](CCCC)(CCCC)CCCC)CCC.C(O)(=O)C. Product: [CH:16]1([C:12]2[CH:11]=[C:10]([CH3:19])[C:9]([OH:8])=[C:14]([CH3:15])[CH:13]=2)[CH2:18][CH2:17]1. The catalyst class is: 1. (5) Product: [CH3:25][C:16]1[C:17]2[O:22][CH2:21][CH2:20][O:19][C:18]=2[CH:23]=[CH:24][C:15]=1[C:13]([NH:12][NH2:11])=[O:14]. The catalyst class is: 12. Reactant: COC1C=CC(COC([NH:11][NH:12][C:13]([C:15]2[CH:24]=[CH:23][C:18]3[O:19][CH2:20][CH2:21][O:22][C:17]=3[C:16]=2[CH3:25])=[O:14])=O)=CC=1.Cl. (6) Reactant: [NH:1]1[C:9]2[C:4](=[C:5]([CH2:10][CH2:11][CH2:12][NH:13][C:14]3[N:19]=[C:18]([CH3:20])[C:17]([C:21]([NH:23][C@@H:24]([CH2:28][NH:29][C:30]([C:32]4[S:33][CH:34]=[CH:35][CH:36]=4)=[O:31])[C:25]([OH:27])=[O:26])=[O:22])=[C:16]([CH3:37])[N:15]=3)[CH:6]=[CH:7][CH:8]=2)[CH:3]=[N:2]1.I[CH:39]([CH3:41])[CH3:40].C(=O)([O-])[O-].[K+].[K+]. Product: [CH:39]([O:26][C:25](=[O:27])[C@@H:24]([NH:23][C:21]([C:17]1[C:16]([CH3:37])=[N:15][C:14]([NH:13][CH2:12][CH2:11][CH2:10][C:5]2[CH:6]=[CH:7][CH:8]=[C:9]3[C:4]=2[CH:3]=[N:2][NH:1]3)=[N:19][C:18]=1[CH3:20])=[O:22])[CH2:28][NH:29][C:30]([C:32]1[S:33][CH:34]=[CH:35][CH:36]=1)=[O:31])([CH3:41])[CH3:40]. The catalyst class is: 31.